From a dataset of Full USPTO retrosynthesis dataset with 1.9M reactions from patents (1976-2016). Predict the reactants needed to synthesize the given product. (1) Given the product [C:90]([O:94][C:95]([NH:97][C@H:98]([C:102]1[CH:103]=[CH:104][C:105]([O:108][CH2:109][CH2:110][O:111][CH3:112])=[CH:106][CH:107]=1)[C:99]([OH:101])=[O:100])=[O:96])([CH3:93])([CH3:92])[CH3:91], predict the reactants needed to synthesize it. The reactants are: C(O[C@H](C)[C@H](NC(OCC1C2C=CC=CC=2C2C1=CC=CC=2)=O)C(O)=O)C1C=CC=CC=1.N[C@H](C1C=CC(OC[C@H](O)CO)=CC=1)C(N[C@@H]([C@H](C1C=CC=CC=1)C)C(NC1C=CC(I)=CC=1Cl)=O)=O.C(OC(N[C@@H]([C@H](C1C=CC=CC=1)C)C(O)=O)=O)(C)(C)C.[C:90]([O:94][C:95]([NH:97][C@H:98]([C:102]1[CH:107]=[CH:106][C:105]([O:108][CH2:109][C@H:110]2CO[C:112](C)(C)[O:111]2)=[CH:104][CH:103]=1)[C:99]([OH:101])=[O:100])=[O:96])([CH3:93])([CH3:92])[CH3:91]. (2) The reactants are: [Cl:1][C:2]1[CH:10]=[CH:9][C:8]2[N:7]([CH2:11][C:12]([C:15]3[CH:20]=[CH:19][N:18]=[C:17]([CH3:21])[CH:16]=3)(O)[CH3:13])[C:6]3[CH2:22][CH2:23][N:24]([CH3:26])[CH2:25][C:5]=3[C:4]=2[CH:3]=1.S(Cl)(Cl)=O.[OH-].[K+]. Given the product [Cl:1][C:2]1[CH:10]=[CH:9][C:8]2[N:7](/[CH:11]=[C:12](/[C:15]3[CH:20]=[CH:19][N:18]=[C:17]([CH3:21])[CH:16]=3)\[CH3:13])[C:6]3[CH2:22][CH2:23][N:24]([CH3:26])[CH2:25][C:5]=3[C:4]=2[CH:3]=1, predict the reactants needed to synthesize it. (3) Given the product [C:1]12([O:11][C:12]([N:14]3[CH:18]=[C:17]([CH2:19][CH2:20][C:21]([O:23][N:37]4[C:42](=[O:43])[CH2:41][CH2:40][C:38]4=[O:39])=[O:22])[N:16]=[CH:15]3)=[O:13])[CH2:10][CH:5]3[CH2:4][CH:3]([CH2:9][CH:7]([CH2:6]3)[CH2:8]1)[CH2:2]2, predict the reactants needed to synthesize it. The reactants are: [C:1]12([O:11][C:12]([N:14]3[CH:18]=[C:17]([CH2:19][CH2:20][C:21]([OH:23])=[O:22])[N:16]=[CH:15]3)=[O:13])[CH2:10][CH:5]3[CH2:6][CH:7]([CH2:9][CH:3]([CH2:4]3)[CH2:2]1)[CH2:8]2.[B-](F)(F)(F)F.CN(C(O[N:37]1[C:42](=[O:43])[CH2:41][CH2:40][C:38]1=[O:39])=[N+](C)C)C.CCN(C(C)C)C(C)C.